Dataset: Full USPTO retrosynthesis dataset with 1.9M reactions from patents (1976-2016). Task: Predict the reactants needed to synthesize the given product. (1) The reactants are: [C:1]([C:3]1[C:8]2[N:9]([CH2:12][C:13]([OH:15])=O)[CH:10]=[N:11][C:7]=2[CH:6]=[CH:5][CH:4]=1)#[N:2].[NH2:16][CH:17]([C:19]1[CH:24]=[CH:23][C:22]([C:25]2([C:31]#[N:32])[CH2:30][CH2:29][CH2:28][CH2:27][CH2:26]2)=[CH:21][CH:20]=1)[CH3:18].CCN(CC)CC.CN(C(ON1N=NC2C=CC=NC1=2)=[N+](C)C)C.F[P-](F)(F)(F)(F)F. Given the product [C:1]([C:3]1[C:8]2[N:9]([CH2:12][C:13]([NH:16][CH:17]([C:19]3[CH:24]=[CH:23][C:22]([C:25]4([C:31]#[N:32])[CH2:26][CH2:27][CH2:28][CH2:29][CH2:30]4)=[CH:21][CH:20]=3)[CH3:18])=[O:15])[CH:10]=[N:11][C:7]=2[CH:6]=[CH:5][CH:4]=1)#[N:2], predict the reactants needed to synthesize it. (2) Given the product [OH:14][C:13]([CH2:15][CH2:16][CH2:17][CH2:18][CH2:19][CH2:20][CH2:21][CH2:22][CH3:23])=[O:12].[OH:4][CH2:5][CH:6]([CH2:7][OH:8])[OH:9].[OH:4][CH2:5][CH:6]([CH2:7][OH:8])[OH:9], predict the reactants needed to synthesize it. The reactants are: C(O)C(O)C[O:4][CH2:5][CH:6]([OH:9])[CH2:7][OH:8].[OH:12][C:13]([CH2:15][CH2:16][CH2:17][CH2:18][CH2:19][CH2:20][CH2:21][CH2:22][CH3:23])=[O:14]. (3) Given the product [C:27]([O:31][C:32]([NH:34][C@H:35]([CH2:40][C:41]1[CH:46]=[CH:45][C:44]([C:47]2[CH:52]=[C:51]([Cl:53])[CH:50]=[CH:49][C:48]=2[F:54])=[CH:43][CH:42]=1)[CH2:36][C:37]([O:39][CH:3]([O:2][C:1]([O:6][CH:7]1[CH2:12][CH2:11][CH2:10][CH2:9][CH2:8]1)=[O:13])[CH3:4])=[O:38])=[O:33])([CH3:30])([CH3:28])[CH3:29], predict the reactants needed to synthesize it. The reactants are: [C:1](=[O:13])([O:6][CH:7]1[CH2:12][CH2:11][CH2:10][CH2:9][CH2:8]1)[O:2][CH:3](Cl)[CH3:4].CCCCCCC.CC(OC)(C)C.[C:27]([O:31][C:32]([NH:34][C@H:35]([CH2:40][C:41]1[CH:46]=[CH:45][C:44]([C:47]2[CH:52]=[C:51]([Cl:53])[CH:50]=[CH:49][C:48]=2[F:54])=[CH:43][CH:42]=1)[CH2:36][C:37]([OH:39])=[O:38])=[O:33])([CH3:30])([CH3:29])[CH3:28].C(=O)([O-])[O-].[Cs+].[Cs+]. (4) Given the product [ClH:30].[CH3:1][N:2]1[CH2:3][CH2:4][CH:5]([C:8]2[C:16]3[C:11](=[CH:12][CH:13]=[C:14]([S:17]([C:20]4[C:29]5[C:24](=[CH:25][CH:26]=[CH:27][CH:28]=5)[CH:23]=[CH:22][CH:21]=4)(=[O:18])=[O:19])[CH:15]=3)[NH:10][N:9]=2)[CH2:6][CH2:7]1, predict the reactants needed to synthesize it. The reactants are: [CH3:1][N:2]1[CH2:7][CH2:6][CH:5]([C:8]2[C:16]3[C:11](=[CH:12][CH:13]=[C:14]([S:17]([C:20]4[C:29]5[C:24](=[CH:25][CH:26]=[CH:27][CH:28]=5)[CH:23]=[CH:22][CH:21]=4)(=[O:19])=[O:18])[CH:15]=3)[NH:10][N:9]=2)[CH2:4][CH2:3]1.[ClH:30].O.OOS([O-])=O.[K+]. (5) Given the product [Cl:48][C:45]1[C:44]([NH:49][S:50]([C:53]2[CH:58]=[CH:57][C:56]([F:59])=[CH:55][C:54]=2[F:60])(=[O:52])=[O:51])=[CH:43][C:42]([C:2]2[CH:3]=[CH:4][C:5]3[N:6]=[CH:7][N:8]=[C:9]([N:12]4[CH2:17][CH2:16][O:15][CH2:14][CH2:13]4)[C:10]=3[N:11]=2)=[CH:47][N:46]=1, predict the reactants needed to synthesize it. The reactants are: Cl[C:2]1[CH:3]=[CH:4][C:5]2[N:6]=[CH:7][N:8]=[C:9]([N:12]3[CH2:17][CH2:16][O:15][CH2:14][CH2:13]3)[C:10]=2[N:11]=1.B1(B2OC(C)(C)C(C)(C)O2)OC(C)(C)C(C)(C)O1.C([O-])(=O)C.[K+].Br[C:42]1[CH:43]=[C:44]([NH:49][S:50]([C:53]2[CH:58]=[CH:57][C:56]([F:59])=[CH:55][C:54]=2[F:60])(=[O:52])=[O:51])[C:45]([Cl:48])=[N:46][CH:47]=1.C(=O)(O)[O-].[Na+].